This data is from Forward reaction prediction with 1.9M reactions from USPTO patents (1976-2016). The task is: Predict the product of the given reaction. (1) Given the reactants [F:1][C:2]1[CH:7]=[CH:6][C:5]([S:8][CH2:9][CH2:10][CH2:11][Cl:12])=[CH:4][CH:3]=1.C1C=C(Cl)C=C(C(OO)=[O:21])C=1, predict the reaction product. The product is: [F:1][C:2]1[CH:3]=[CH:4][C:5]([S:8]([CH2:9][CH2:10][CH2:11][Cl:12])=[O:21])=[CH:6][CH:7]=1. (2) The product is: [Cl:13][CH2:8][C:7]1[C:2]([CH3:1])=[N:3][C:4]([CH3:10])=[CH:5][CH:6]=1. Given the reactants [CH3:1][C:2]1[C:7]([CH2:8]O)=[CH:6][CH:5]=[C:4]([CH3:10])[N:3]=1.O=S(Cl)[Cl:13], predict the reaction product. (3) Given the reactants [O:1]1[CH:5]=[C:4]([C:6]([OH:8])=O)[N:3]=[CH:2]1.C(Cl)(=O)C(Cl)=O.[NH2:15][C:16]1[N:17]=[C:18]2[CH:23]=[CH:22][C:21]([O:24][C:25]3[CH:26]=[C:27]([NH:31][C:32](=[O:44])[C:33]4[CH:38]=[CH:37][CH:36]=[C:35]([C:39]5([C:42]#[N:43])[CH2:41][CH2:40]5)[CH:34]=4)[CH:28]=[CH:29][CH:30]=3)=[N:20][N:19]2[CH:45]=1.C(=O)([O-])O.[Na+], predict the reaction product. The product is: [C:42]([C:39]1([C:35]2[CH:34]=[C:33]([CH:38]=[CH:37][CH:36]=2)[C:32]([NH:31][C:27]2[CH:26]=[C:25]([CH:30]=[CH:29][CH:28]=2)[O:24][C:21]2[CH:22]=[CH:23][C:18]3[N:19]([CH:45]=[C:16]([NH:15][C:6]([C:4]4[N:3]=[CH:2][O:1][CH:5]=4)=[O:8])[N:17]=3)[N:20]=2)=[O:44])[CH2:40][CH2:41]1)#[N:43]. (4) Given the reactants [Br:1][C:2]1[CH:3]=[C:4]([CH2:9][C:10]([OH:12])=[O:11])[CH:5]=[C:6]([OH:8])[CH:7]=1.[Cl:13][C:14]1[CH:19]=[C:18]([S:20]([CH2:23][CH3:24])(=[O:22])=[O:21])[CH:17]=[CH:16][C:15]=1F, predict the reaction product. The product is: [Br:1][C:2]1[CH:3]=[C:4]([CH2:9][C:10]([OH:12])=[O:11])[CH:5]=[C:6]([O:8][C:15]2[CH:16]=[CH:17][C:18]([S:20]([CH2:23][CH3:24])(=[O:22])=[O:21])=[CH:19][C:14]=2[Cl:13])[CH:7]=1. (5) Given the reactants [Cl:1][C:2]1[C:8]([O:9][C:10]2[CH:15]=[CH:14][CH:13]=[C:12]([Cl:16])[C:11]=2[Cl:17])=[CH:7][C:5]([NH2:6])=[C:4]([N+:18]([O-])=O)[CH:3]=1, predict the reaction product. The product is: [Cl:1][C:2]1[C:8]([O:9][C:10]2[CH:15]=[CH:14][CH:13]=[C:12]([Cl:16])[C:11]=2[Cl:17])=[CH:7][C:5]([NH2:6])=[C:4]([NH2:18])[CH:3]=1. (6) Given the reactants [CH:1]1([C:7]2[C:15]3[C:10](=[CH:11][C:12]([C:16]([NH2:18])=O)=[CH:13][CH:14]=3)[N:9]([CH2:19][C:20]([N:22]3[CH2:27][CH2:26][O:25][CH2:24][CH2:23]3)=[O:21])[C:8]=2[C:28]2[CH:29]=[C:30]3[C:35](=[CH:36][CH:37]=2)[N:34]=[C:33]([C:38]2[S:42][C:41]([CH3:43])=[N:40][C:39]=2[CH3:44])[CH:32]=[CH:31]3)[CH2:6][CH2:5][CH2:4][CH2:3][CH2:2]1.CN(C=O)C, predict the reaction product. The product is: [CH:1]1([C:7]2[C:15]3[C:10](=[CH:11][C:12]([C:16]#[N:18])=[CH:13][CH:14]=3)[N:9]([CH2:19][C:20]([N:22]3[CH2:23][CH2:24][O:25][CH2:26][CH2:27]3)=[O:21])[C:8]=2[C:28]2[CH:29]=[C:30]3[C:35](=[CH:36][CH:37]=2)[N:34]=[C:33]([C:38]2[S:42][C:41]([CH3:43])=[N:40][C:39]=2[CH3:44])[CH:32]=[CH:31]3)[CH2:6][CH2:5][CH2:4][CH2:3][CH2:2]1. (7) Given the reactants [C:1]([O:5][C:6](=[O:24])[NH:7][C:8]1[C:9]([CH2:14][NH:15][CH2:16][C:17]2[C:22]([CH3:23])=[CH:21][CH:20]=[CH:19][N:18]=2)=[N:10][CH:11]=[CH:12][CH:13]=1)([CH3:4])([CH3:3])[CH3:2].[CH3:25][O:26][C:27](=[O:38])[C:28]1[CH:33]=[C:32]([C:34]#[N:35])[CH:31]=[CH:30][C:29]=1[CH2:36]Br.CCN(C(C)C)C(C)C, predict the reaction product. The product is: [CH3:25][O:26][C:27](=[O:38])[C:28]1[CH:33]=[C:32]([C:34]#[N:35])[CH:31]=[CH:30][C:29]=1[CH2:36][N:15]([CH2:14][C:9]1[C:8]([NH:7][C:6]([O:5][C:1]([CH3:4])([CH3:3])[CH3:2])=[O:24])=[CH:13][CH:12]=[CH:11][N:10]=1)[CH2:16][C:17]1[C:22]([CH3:23])=[CH:21][CH:20]=[CH:19][N:18]=1.